This data is from Forward reaction prediction with 1.9M reactions from USPTO patents (1976-2016). The task is: Predict the product of the given reaction. Given the reactants Br[C:2]1[CH:7]=[CH:6][CH:5]=[CH:4][C:3]=1[C:8]1[C:9](=[O:27])[CH:10]=[CH:11][N:12]2[C:17]=1[CH:16]=[CH:15][C:14]([O:18][C:19]1[CH:24]=[CH:23][C:22]([F:25])=[CH:21][C:20]=1[F:26])=[N:13]2.[CH3:28][CH2:29][CH2:30]C[Sn](/C=C/C)(CCCC)CCCC, predict the reaction product. The product is: [F:26][C:20]1[CH:21]=[C:22]([F:25])[CH:23]=[CH:24][C:19]=1[O:18][C:14]1[CH:15]=[CH:16][C:17]2[N:12]([CH:11]=[CH:10][C:9](=[O:27])[C:8]=2[C:3]2[CH:4]=[CH:5][CH:6]=[CH:7][C:2]=2/[CH:28]=[CH:29]/[CH3:30])[N:13]=1.